From a dataset of Full USPTO retrosynthesis dataset with 1.9M reactions from patents (1976-2016). Predict the reactants needed to synthesize the given product. The reactants are: C[O:2][C:3]([C@H:5]1[CH2:10][CH2:9][C@H:8]([O:11][C:12]2[CH:17]=[CH:16][C:15]([F:18])=[CH:14][CH:13]=2)[CH2:7][CH2:6]1)=O.O.[NH2:20][NH2:21]. Given the product [F:18][C:15]1[CH:16]=[CH:17][C:12]([O:11][C@H:8]2[CH2:9][CH2:10][C@H:5]([C:3]([NH:20][NH2:21])=[O:2])[CH2:6][CH2:7]2)=[CH:13][CH:14]=1, predict the reactants needed to synthesize it.